This data is from Forward reaction prediction with 1.9M reactions from USPTO patents (1976-2016). The task is: Predict the product of the given reaction. (1) Given the reactants [Cl:1][C:2]1[CH:7]=[CH:6][C:5]([NH:8][C:9](=[O:21])[C:10]2[CH:15]=[CH:14][C:13]([C:16]([F:19])([F:18])[F:17])=[N:12][C:11]=2[CH3:20])=[CH:4][C:3]=1[C:22]1[CH:30]=[CH:29][C:25]([C:26]([O-])=[O:27])=[CH:24][N:23]=1.ClC1C=C[C:35]([NH:38]C(=O)C2C=CC(C(F)(F)F)=NC=2C)=CC=1C1C=CC(C(O)=O)=CN=1.Cl.CN, predict the reaction product. The product is: [Cl:1][C:2]1[CH:7]=[CH:6][C:5]([NH:8][C:9](=[O:21])[C:10]2[CH:15]=[CH:14][C:13]([C:16]([F:18])([F:19])[F:17])=[N:12][C:11]=2[CH3:20])=[CH:4][C:3]=1[C:22]1[CH:30]=[CH:29][C:25]([C:26](=[O:27])[NH:38][CH3:35])=[CH:24][N:23]=1. (2) Given the reactants [CH:1]1([CH2:6][C@H:7]([CH2:18][C:19]([O:21][C:22]([CH3:25])([CH3:24])[CH3:23])=[O:20])[C:8]([N:10]2[CH:14]([C:15](O)=[O:16])[CH2:13][CH:12]=[N:11]2)=[O:9])[CH2:5][CH2:4][CH2:3][CH2:2]1.COC1N=C(OC)N=C([N+]2(C)CCOCC2)N=1.CN1CCOCC1.[CH3:50][CH:51]([C:53]1[N:58]=[C:57]([NH2:59])[CH:56]=[CH:55][CH:54]=1)C, predict the reaction product. The product is: [CH:1]1([CH2:6][C@@H:7]([C:8]([N:10]2[CH:14]([C:15]([NH:59][C:57]3[CH:56]=[CH:55][CH:54]=[C:53]([CH2:51][CH3:50])[N:58]=3)=[O:16])[CH2:13][CH:12]=[N:11]2)=[O:9])[CH2:18][C:19]([O:21][C:22]([CH3:23])([CH3:24])[CH3:25])=[O:20])[CH2:2][CH2:3][CH2:4][CH2:5]1. (3) Given the reactants [F:1][C:2]1[CH:3]=[C:4]([CH:8]=[CH:9][C:10]=1[C:11]([F:14])([F:13])[F:12])[C:5]([OH:7])=[O:6].[CH2:15]([Li])CCC.IC.Cl, predict the reaction product. The product is: [F:1][C:2]1[C:3]([CH3:15])=[C:4]([CH:8]=[CH:9][C:10]=1[C:11]([F:12])([F:13])[F:14])[C:5]([OH:7])=[O:6]. (4) The product is: [CH2:1]([O:3][C:4]([CH:5]1[CH2:6][CH2:7][N:8]([S:25]([C:19]2[CH:24]=[CH:23][CH:22]=[CH:21][CH:20]=2)(=[O:27])=[O:26])[CH2:9][CH2:10]1)=[O:11])[CH3:2]. Given the reactants [CH2:1]([O:3][C:4](=[O:11])[CH:5]1[CH2:10][CH2:9][NH:8][CH2:7][CH2:6]1)[CH3:2].C(N(CC)CC)C.[C:19]1([S:25](Cl)(=[O:27])=[O:26])[CH:24]=[CH:23][CH:22]=[CH:21][CH:20]=1.Cl, predict the reaction product. (5) Given the reactants [CH2:1]([NH:8][C:9]([C:11]1[S:15][C:14]([NH2:16])=[N:13][C:12]=1[CH2:17][N:18]([CH2:21][CH3:22])[CH2:19][CH3:20])=[O:10])[C:2]1[CH:7]=[CH:6][CH:5]=[CH:4][CH:3]=1.[C:23](Cl)(=[O:30])[C:24]1[CH:29]=[CH:28][CH:27]=[CH:26][CH:25]=1.C(N(CC)CC)C, predict the reaction product. The product is: [C:23]([NH:16][C:14]1[S:15][C:11]([C:9]([NH:8][CH2:1][C:2]2[CH:7]=[CH:6][CH:5]=[CH:4][CH:3]=2)=[O:10])=[C:12]([CH2:17][N:18]([CH2:21][CH3:22])[CH2:19][CH3:20])[N:13]=1)(=[O:30])[C:24]1[CH:29]=[CH:28][CH:27]=[CH:26][CH:25]=1.